This data is from Full USPTO retrosynthesis dataset with 1.9M reactions from patents (1976-2016). The task is: Predict the reactants needed to synthesize the given product. (1) Given the product [NH2:27][C@H:23]1[CH2:24][CH2:25][CH2:26][N:21]([C:20]2[CH:19]=[CH:18][N:17]=[CH:16][C:15]=2[NH:14][C:12]([C:9]2[N:8]=[C:7]3[C:3]([CH2:1][CH3:2])=[CH:4][S:5][C:6]3=[CH:11][CH:10]=2)=[O:13])[CH2:22]1, predict the reactants needed to synthesize it. The reactants are: [CH2:1]([C:3]1[C:7]2=[N:8][C:9]([C:12]([NH:14][C:15]3[CH:16]=[N:17][CH:18]=[CH:19][C:20]=3[N:21]3[CH2:26][CH2:25][CH2:24][C@H:23]([NH:27]C(=O)OC(C)(C)C)[CH2:22]3)=[O:13])=[CH:10][CH:11]=[C:6]2[S:5][CH:4]=1)[CH3:2].C(O)(C(F)(F)F)=O.N. (2) Given the product [Br:10][CH2:8][C:5]1[CH:6]=[N:7][C:2]([Cl:1])=[C:3]([I:9])[CH:4]=1, predict the reactants needed to synthesize it. The reactants are: [Cl:1][C:2]1[N:7]=[CH:6][C:5]([CH3:8])=[CH:4][C:3]=1[I:9].[Br:10]N1C(=O)CCC1=O.N(C(C)(C)C#N)=NC(C)(C)C#N.